This data is from Catalyst prediction with 721,799 reactions and 888 catalyst types from USPTO. The task is: Predict which catalyst facilitates the given reaction. (1) Reactant: [NH2:1][C:2]1[CH:11]=[C:10]2[C:5]([CH:6]=[CH:7][C:8]([S:12]([NH:15][C:16]3[CH:17]=[CH:18][C:19]([Cl:26])=[C:20]([CH:25]=3)[C:21]([O:23][CH3:24])=[O:22])(=[O:14])=[O:13])=[CH:9]2)=[CH:4][CH:3]=1.[C:27](N1C=CN=C1)(N1C=CN=C1)=[S:28].C1COCC1. Product: [Cl:26][C:19]1[CH:18]=[CH:17][C:16]([NH:15][S:12]([C:8]2[CH:7]=[CH:6][C:5]3[C:10](=[CH:11][C:2]([N:1]=[C:27]=[S:28])=[CH:3][CH:4]=3)[CH:9]=2)(=[O:14])=[O:13])=[CH:25][C:20]=1[C:21]([O:23][CH3:24])=[O:22]. The catalyst class is: 13. (2) Reactant: [CH3:1][S:2](Cl)(=[O:4])=[O:3].[Cl:6][C:7]1[CH:8]=[C:9]([N:13]2[CH:17]=[C:16]([CH2:18][OH:19])[N:15]=[N:14]2)[CH:10]=[CH:11][CH:12]=1.C(N(CC)CC)C.C([O-])(O)=O.[Na+]. Product: [Cl:6][C:7]1[CH:8]=[C:9]([N:13]2[CH:17]=[C:16]([CH2:18][O:19][S:2]([CH3:1])(=[O:4])=[O:3])[N:15]=[N:14]2)[CH:10]=[CH:11][CH:12]=1. The catalyst class is: 2.